Dataset: Full USPTO retrosynthesis dataset with 1.9M reactions from patents (1976-2016). Task: Predict the reactants needed to synthesize the given product. (1) Given the product [Cl:13][C:14]1[CH:15]=[C:16]([N+:21]([O-:23])=[O:22])[CH:17]=[CH:18][C:19]=1[O:12][C:8]1[CH:7]=[C:6]([C:5]2[S:1][CH:2]=[N:3][CH:4]=2)[CH:11]=[CH:10][CH:9]=1, predict the reactants needed to synthesize it. The reactants are: [S:1]1[C:5]([C:6]2[CH:7]=[C:8]([OH:12])[CH:9]=[CH:10][CH:11]=2)=[CH:4][N:3]=[CH:2]1.[Cl:13][C:14]1[CH:15]=[C:16]([N+:21]([O-:23])=[O:22])[CH:17]=[CH:18][C:19]=1F.C(=O)([O-])[O-].[K+].[K+]. (2) Given the product [CH3:22][O:23][C:24]1[CH:30]=[CH:29][C:27]([NH:28][C:2]2[C:3](=[O:21])[N:4]([CH2:14][C:15]3[CH:16]=[N:17][CH:18]=[CH:19][CH:20]=3)[C:5](=[O:13])[C:6]=2[C:7]2[CH:12]=[CH:11][CH:10]=[CH:9][CH:8]=2)=[CH:26][CH:25]=1, predict the reactants needed to synthesize it. The reactants are: Cl[C:2]1[C:3](=[O:21])[N:4]([CH2:14][C:15]2[CH:16]=[N:17][CH:18]=[CH:19][CH:20]=2)[C:5](=[O:13])[C:6]=1[C:7]1[CH:12]=[CH:11][CH:10]=[CH:9][CH:8]=1.[CH3:22][O:23][C:24]1[CH:30]=[CH:29][C:27]([NH2:28])=[CH:26][CH:25]=1. (3) Given the product [CH3:46][C:6]1([CH3:5])[C:10](=[O:11])[N:9]([C@@H:12]([CH2:21][CH:22]2[CH2:24][CH2:23]2)[C:13]([NH:15][C@H:16]([CH3:20])[CH2:17][CH2:18][OH:19])=[O:14])[C:8](=[O:25])[N:7]1[CH2:26][C:27]1[CH:32]=[CH:31][C:30]([NH:33][C:34]([NH:36][C:37]2[CH:42]=[CH:41][CH:40]=[CH:39][C:38]=2[CH3:43])=[O:35])=[C:29]([OH:44])[CH:28]=1, predict the reactants needed to synthesize it. The reactants are: B(Br)(Br)Br.[CH3:5][C:6]1([CH3:46])[C:10](=[O:11])[N:9]([C@@H:12]([CH2:21][CH:22]2[CH2:24][CH2:23]2)[C:13]([NH:15][C@H:16]([CH3:20])[CH2:17][CH2:18][OH:19])=[O:14])[C:8](=[O:25])[N:7]1[CH2:26][C:27]1[CH:32]=[CH:31][C:30]([NH:33][C:34]([NH:36][C:37]2[CH:42]=[CH:41][CH:40]=[CH:39][C:38]=2[CH3:43])=[O:35])=[C:29]([O:44]C)[CH:28]=1.O. (4) Given the product [Br:1][C:2]1[CH:7]=[CH:6][C:5]([CH2:8][C:9]([NH:23][C:21]2[O:20][N:19]=[C:18]([C:15]([CH3:17])([CH3:16])[C:14]([F:25])([F:24])[F:13])[CH:22]=2)=[O:11])=[C:4]([F:12])[CH:3]=1, predict the reactants needed to synthesize it. The reactants are: [Br:1][C:2]1[CH:7]=[CH:6][C:5]([CH2:8][C:9]([OH:11])=O)=[C:4]([F:12])[CH:3]=1.[F:13][C:14]([F:25])([F:24])[C:15]([C:18]1[CH:22]=[C:21]([NH2:23])[O:20][N:19]=1)([CH3:17])[CH3:16].CN(C(ON1N=NC2C=CC=NC1=2)=[N+](C)C)C.F[P-](F)(F)(F)(F)F.C(N(CC)CC)C. (5) Given the product [O:49]1[CH2:53][CH2:52][CH:51]([CH2:54][NH:55][C:14]([C:11]2[CH:10]=[C:9]([CH2:8][O:7][CH2:6][C:5]3[CH:17]=[CH:18][CH:19]=[C:3]([S:2][CH3:1])[CH:4]=3)[O:13][N:12]=2)=[O:16])[CH2:50]1, predict the reactants needed to synthesize it. The reactants are: [CH3:1][S:2][C:3]1[CH:4]=[C:5]([CH:17]=[CH:18][CH:19]=1)[CH2:6][O:7][CH2:8][C:9]1[O:13][N:12]=[C:11]([C:14]([OH:16])=O)[CH:10]=1.C(N(CC)CC)C.Cl.C(N=C=NCCCN(C)C)C.ON1C2C=CC=CC=2N=N1.[O:49]1[CH2:53][CH2:52][CH:51]([CH2:54][NH2:55])[CH2:50]1. (6) Given the product [CH3:1][C:2]1[C:3]([C:14]([OH:16])=[O:15])=[N:4][O:5][C:6]=1[CH:7]1[CH2:12][CH:11]=[CH:10][CH:9]([CH3:13])[O:8]1, predict the reactants needed to synthesize it. The reactants are: [CH3:1][C:2]1[C:3]([C:14]([O:16]CC)=[O:15])=[N:4][O:5][C:6]=1[CH:7]1[CH2:12][CH:11]=[CH:10][CH:9]([CH3:13])[O:8]1.[OH-].[Na+]. (7) Given the product [Cl:1][C:2]1[CH:7]=[CH:6][C:5]([CH:8]([C:21]2[CH:26]=[CH:25][C:24]([Cl:27])=[CH:23][CH:22]=2)[C:9]2[CH:10]=[C:11]3[C:16](=[CH:17][CH:18]=2)[NH:15][C:14](=[O:19])[CH:13]=[C:12]3[NH:34][CH:28]2[CH2:33][CH2:32][CH2:31][CH2:30][CH2:29]2)=[CH:4][CH:3]=1, predict the reactants needed to synthesize it. The reactants are: [Cl:1][C:2]1[CH:7]=[CH:6][C:5]([CH:8]([C:21]2[CH:26]=[CH:25][C:24]([Cl:27])=[CH:23][CH:22]=2)[C:9]2[CH:10]=[C:11]3[C:16](=[CH:17][CH:18]=2)[N:15]=[C:14]([OH:19])[CH:13]=[C:12]3Br)=[CH:4][CH:3]=1.[CH:28]1([NH2:34])[CH2:33][CH2:32][CH2:31][CH2:30][CH2:29]1.C([O-])([O-])=O.[Cs+].[Cs+]. (8) Given the product [C:25]([N:7]1[C:8]([C:14]([O:16][CH3:17])=[O:15])=[C:9]([C:10]([O:12][CH3:13])=[O:11])[C:5]([C:3]([O:2][CH3:1])=[O:4])=[N:6]1)([C:26]1[CH:31]=[CH:30][CH:29]=[CH:28][CH:27]=1)([C:38]1[CH:39]=[CH:40][CH:41]=[CH:42][CH:43]=1)[C:32]1[CH:33]=[CH:34][CH:35]=[CH:36][CH:37]=1, predict the reactants needed to synthesize it. The reactants are: [CH3:1][O:2][C:3]([C:5]1[C:9]([C:10]([O:12][CH3:13])=[O:11])=[C:8]([C:14]([O:16][CH3:17])=[O:15])[NH:7][N:6]=1)=[O:4].N1C=CC=N1.[H-].[Na+].[C:25](Cl)([C:38]1[CH:43]=[CH:42][CH:41]=[CH:40][CH:39]=1)([C:32]1[CH:37]=[CH:36][CH:35]=[CH:34][CH:33]=1)[C:26]1[CH:31]=[CH:30][CH:29]=[CH:28][CH:27]=1. (9) Given the product [Cl:27][C:24]1[CH:25]=[CH:26][C:21]([C:18]2[CH:19]=[C:20]3[C:12]([NH:11][C:9](=[O:10])[CH2:8][OH:7])=[C:13]([C:36](=[O:41])[C:37]([OH:40])([CH3:38])[CH3:39])[O:14][C:15]3=[N:16][C:17]=2[C:28]2[CH:33]=[CH:32][C:31]([Cl:34])=[CH:30][C:29]=2[Cl:35])=[CH:22][CH:23]=1, predict the reactants needed to synthesize it. The reactants are: [OH-].[Li+].O.C([O:7][CH2:8][C:9]([NH:11][C:12]1[C:20]2[C:15](=[N:16][C:17]([C:28]3[CH:33]=[CH:32][C:31]([Cl:34])=[CH:30][C:29]=3[Cl:35])=[C:18]([C:21]3[CH:26]=[CH:25][C:24]([Cl:27])=[CH:23][CH:22]=3)[CH:19]=2)[O:14][C:13]=1[C:36](=[O:41])[C:37]([OH:40])([CH3:39])[CH3:38])=[O:10])(=O)C.CO. (10) Given the product [CH2:1]([N:3]1[C:7]2=[N:8][C:9]([CH2:33][CH3:34])=[C:10]([CH2:19][NH:20][C:21](=[O:32])[C:22]3[CH:23]=[CH:24][C:25]([C:40]#[C:39][CH2:38][CH2:37][CH2:36][OH:35])=[CH:26][CH:27]=3)[C:11]([NH:12][CH:13]3[CH2:18][CH2:17][O:16][CH2:15][CH2:14]3)=[C:6]2[CH:5]=[N:4]1)[CH3:2], predict the reactants needed to synthesize it. The reactants are: [CH2:1]([N:3]1[C:7]2=[N:8][C:9]([CH2:33][CH3:34])=[C:10]([CH2:19][NH:20][C:21](=[O:32])[C:22]3[CH:27]=[CH:26][CH:25]=[C:24](CC(=O)C)[CH:23]=3)[C:11]([NH:12][CH:13]3[CH2:18][CH2:17][O:16][CH2:15][CH2:14]3)=[C:6]2[CH:5]=[N:4]1)[CH3:2].[OH:35][CH2:36][CH2:37][CH2:38][C:39]#[C:40]C1C=CC(C(O)=O)=CC=1.